Dataset: Forward reaction prediction with 1.9M reactions from USPTO patents (1976-2016). Task: Predict the product of the given reaction. Given the reactants [I:1]I.N(OC(C)(C)C)=O.[CH3:10][N:11]1[CH:15]=[C:14]([C:16]2[CH:22]=[CH:21][C:19](N)=[C:18]([N+:23]([O-:25])=[O:24])[CH:17]=2)[CH:13]=[N:12]1.S([O-])([O-])=O.[Na+].[Na+], predict the reaction product. The product is: [I:1][C:19]1[CH:21]=[CH:22][C:16]([C:14]2[CH:13]=[N:12][N:11]([CH3:10])[CH:15]=2)=[CH:17][C:18]=1[N+:23]([O-:25])=[O:24].